Dataset: Full USPTO retrosynthesis dataset with 1.9M reactions from patents (1976-2016). Task: Predict the reactants needed to synthesize the given product. (1) Given the product [OH:10][C:7]1[CH:6]=[C:5]2[C:4](=[CH:9][CH:8]=1)[O:3][C:11]([C:5]1[CH:4]=[CH:9][C:8]([OH:1])=[C:7]([OH:10])[CH:6]=1)=[CH:12][C:11]2=[O:13], predict the reactants needed to synthesize it. The reactants are: [OH-:1].[Li+].[OH:3][C:4]1[CH:9]=[CH:8][C:7]([OH:10])=[CH:6][C:5]=1[C:11](=[O:13])[CH3:12].Cl.B(Br)(Br)Br. (2) The reactants are: [C:1]([C:3]1[S:4][C:5]2[CH:11]=[C:10]([OH:12])[CH:9]=[CH:8][C:6]=2[N:7]=1)#[N:2].[CH2:13](Br)[CH:14]=[CH2:15]. Given the product [CH2:15]([O:12][C:10]1[CH:9]=[CH:8][C:6]2[N:7]=[C:3]([C:1]#[N:2])[S:4][C:5]=2[CH:11]=1)[CH:14]=[CH2:13], predict the reactants needed to synthesize it. (3) The reactants are: S(=O)(=O)(O)O.[CH3:6][C:7]([CH3:21])=[CH:8][C:9]1[CH:13](N2CCOCC2)[O:12][C:11](=[O:20])[CH:10]=1.C[O:23]C1CCCC1. Given the product [OH:23][CH:13]1[O:12][C:11](=[O:20])[CH:10]=[C:9]1[CH:8]=[C:7]([CH3:21])[CH3:6], predict the reactants needed to synthesize it.